Dataset: Full USPTO retrosynthesis dataset with 1.9M reactions from patents (1976-2016). Task: Predict the reactants needed to synthesize the given product. (1) Given the product [NH2:7][C:8]1[O:9][CH2:10][CH2:11][C@:12]([C:15]2[CH:20]=[C:19]([NH:21][C:30]([C:28]3[S:29][C:25]([F:24])=[CH:26][CH:27]=3)=[O:31])[CH:18]=[CH:17][C:16]=2[F:22])([CH3:14])[N:13]=1, predict the reactants needed to synthesize it. The reactants are: C(OC(=O)[NH:7][C:8]1[O:9][CH2:10][CH2:11][C@:12]([C:15]2[CH:20]=[C:19]([NH2:21])[CH:18]=[CH:17][C:16]=2[F:22])([CH3:14])[N:13]=1)(C)(C)C.[F:24][C:25]1[S:29][C:28]([C:30](O)=[O:31])=[CH:27][CH:26]=1. (2) The reactants are: [NH2:1][C:2]1[CH:7]=[CH:6][C:5]([N:8]2[CH:13]=[CH:12][N:11]=[CH:10][C:9]2=[O:14])=[CH:4][CH:3]=1.Cl.Cl[CH2:17][CH2:18][NH:19][CH2:20][CH2:21]Cl.C(=O)([O-])[O-].[K+].[K+]. Given the product [N:1]1([C:2]2[CH:3]=[CH:4][C:5]([N:8]3[CH:13]=[CH:12][N:11]=[CH:10][C:9]3=[O:14])=[CH:6][CH:7]=2)[CH2:21][CH2:20][NH:19][CH2:18][CH2:17]1, predict the reactants needed to synthesize it. (3) Given the product [CH3:29][C:28]([CH3:31])([CH3:30])[CH2:27][CH2:26][C@:16]1([CH3:25])[C:17]2[C:22](=[CH:21][CH:20]=[CH:19][CH:18]=2)[C:23]([OH:24])=[C:14]([C:8]2[NH:7][C:6]3[S:5][CH:4]=[C:3]([CH2:2][NH:1][S:41]([CH3:40])(=[O:43])=[O:42])[C:11]=3[S:10](=[O:13])(=[O:12])[N:9]=2)[C:15]1=[O:32], predict the reactants needed to synthesize it. The reactants are: [NH2:1][CH2:2][C:3]1[C:11]2[S:10](=[O:13])(=[O:12])[N:9]=[C:8]([C:14]3[C:15](=[O:32])[C@@:16]([CH2:26][CH2:27][C:28]([CH3:31])([CH3:30])[CH3:29])([CH3:25])[C:17]4[C:22]([C:23]=3[OH:24])=[CH:21][CH:20]=[CH:19][CH:18]=4)[NH:7][C:6]=2[S:5][CH:4]=1.C(N(CC)CC)C.[CH3:40][S:41](Cl)(=[O:43])=[O:42]. (4) Given the product [C:1]([O:5][C:6](=[O:7])[NH:8][C@H:9]([CH:10]([C:11](=[O:13])[NH:26][CH2:19][C:20]1[CH:25]=[CH:24][CH:23]=[CH:22][CH:21]=1)[OH:14])[CH2:15][CH2:16][CH2:17][CH3:18])([CH3:2])([CH3:3])[CH3:4], predict the reactants needed to synthesize it. The reactants are: [C:1]([O:5][C:6]([NH:8][CH:9]([CH2:15][CH2:16][CH2:17][CH3:18])[C@H:10]([OH:14])[C:11]([OH:13])=O)=[O:7])([CH3:4])([CH3:3])[CH3:2].[CH2:19]([NH2:26])[C:20]1[CH:25]=[CH:24][CH:23]=[CH:22][CH:21]=1.CN(C(ON1N=NC2C=CC=NC1=2)=[N+](C)C)C.F[P-](F)(F)(F)(F)F.C(N(CC)C(C)C)(C)C. (5) Given the product [Br:1][C:24]1[C:23]([CH3:31])=[C:22]([C:20](/[C:17](=[CH:18]/[CH3:19])/[CH:16]=[C:15]2\[C:10](=[CH2:9])[N:11]=[C:12]([C:33]3[CH:34]=[CH:35][CH:36]=[CH:37][CH:38]=3)[O:13][C:14]\2=[O:32])=[O:21])[N:30]2[C:25]=1[CH:26]=[CH:27][CH:28]=[CH:29]2, predict the reactants needed to synthesize it. The reactants are: [Br:1]N1C(=O)CCC1=O.[CH2:9]=[C:10]1[N:11]=[C:12]([C:33]2[CH:38]=[CH:37][CH:36]=[CH:35][CH:34]=2)[O:13][C:14](=[O:32])/[C:15]/1=[CH:16]/[C:17](/[C:20]([C:22]1[N:30]2[C:25]([CH:26]=[CH:27][CH:28]=[CH:29]2)=[CH:24][C:23]=1[CH3:31])=[O:21])=[CH:18]\[CH3:19]. (6) Given the product [O:7]([CH2:8][CH2:9][O:10][C:11]1[C:12]([C:25]#[C:26][C:27]2[CH:32]=[CH:31][N:30]=[CH:29][CH:28]=2)=[CH:13][CH:14]=[CH:15][C:16]=1[C:17]#[C:18][C:19]1[CH:24]=[CH:23][N:22]=[CH:21][CH:20]=1)[CH:6]1[O:33][C@H:34]([CH2:45][OH:46])[C@@H:35]([OH:41])[C@H:36]([OH:37])[C@H:5]1[OH:4], predict the reactants needed to synthesize it. The reactants are: C([O:4][C@@H:5]1[C@@H:36]([O:37]C(=O)C)[C@H:35]([O:41]C(=O)C)[C@@H:34]([CH2:45][O:46]C(=O)C)[O:33][CH:6]1[O:7][CH2:8][CH2:9][O:10][C:11]1[C:16]([C:17]#[C:18][C:19]2[CH:24]=[CH:23][N:22]=[CH:21][CH:20]=2)=[CH:15][CH:14]=[CH:13][C:12]=1[C:25]#[C:26][C:27]1[CH:32]=[CH:31][N:30]=[CH:29][CH:28]=1)(=O)C.C[O-].[Na+].C(=O)([O-])O.[Na+].